Dataset: Reaction yield outcomes from USPTO patents with 853,638 reactions. Task: Predict the reaction yield, written as a fraction of the theoretical maximum amount of product (1.0 means a 100% yield; for example, 0.34 means a 34% yield). (1) The reactants are [H-].[Na+].[Br:3][C:4]1[NH:8][CH:7]=[C:6]([C:9]([O:11][CH3:12])=[O:10])[C:5]=1[CH2:13][CH3:14].[C:15]1([S:21](Cl)(=[O:23])=[O:22])[CH:20]=[CH:19][CH:18]=[CH:17][CH:16]=1. No catalyst specified. The product is [Br:3][C:4]1[N:8]([S:21]([C:15]2[CH:20]=[CH:19][CH:18]=[CH:17][CH:16]=2)(=[O:23])=[O:22])[CH:7]=[C:6]([C:9]([O:11][CH3:12])=[O:10])[C:5]=1[CH2:13][CH3:14]. The yield is 0.910. (2) The reactants are [I:1][C:2]1[CH:11]=[CH:10][C:5]([C:6]([O:8][CH3:9])=[O:7])=[C:4]([N+:12]([O-])=O)[CH:3]=1. The catalyst is C(Cl)Cl.CCOC(C)=O. The product is [NH2:12][C:4]1[CH:3]=[C:2]([I:1])[CH:11]=[CH:10][C:5]=1[C:6]([O:8][CH3:9])=[O:7]. The yield is 0.900. (3) The product is [CH3:26][O:25][C:19]1[CH:24]=[CH:23][C:22]([C:10]([C:9]2[CH:13]=[CH:14][C:6]([CH3:5])=[C:7]([S:15]([NH2:16])(=[O:18])=[O:17])[CH:8]=2)=[O:11])=[CH:21][CH:20]=1. The catalyst is C(Cl)Cl.C(OCC)(=O)C. The reactants are [Cl-].[Al+3].[Cl-].[Cl-].[CH3:5][C:6]1[CH:14]=[CH:13][C:9]([C:10](Cl)=[O:11])=[CH:8][C:7]=1[S:15](=[O:18])(=[O:17])[NH2:16].[C:19]1([O:25][CH3:26])[CH:24]=[CH:23][CH:22]=[CH:21][CH:20]=1.C(OCC)C. The yield is 0.580. (4) The reactants are [F:1][C:2]1[CH:3]=[C:4]2[C:8](=[CH:9][CH:10]=1)[NH:7][C:6](=[O:11])[CH2:5]2.S(=O)(=O)(O)O.[N+:17]([O-])(O)=O. No catalyst specified. The product is [NH2:17][C:9]1[CH:10]=[C:2]([F:1])[CH:3]=[C:4]2[C:8]=1[NH:7][C:6](=[O:11])[CH2:5]2. The yield is 0.625. (5) The reactants are [Cl:1][C:2]1[CH:3]=[C:4]([CH2:8][CH2:9][NH:10][C:11]([C:13]2[N:14]=[C:15]([CH2:18][NH2:19])[S:16][CH:17]=2)=[O:12])[CH:5]=[CH:6][CH:7]=1.[CH2:20]([C:22]1[CH:27]=[CH:26][C:25]([N:28]=[C:29]=[O:30])=[CH:24][CH:23]=1)[CH3:21]. The catalyst is CN(C=O)C. The product is [Cl:1][C:2]1[CH:3]=[C:4]([CH2:8][CH2:9][NH:10][C:11]([C:13]2[N:14]=[C:15]([CH2:18][NH:19][C:29]([NH:28][C:25]3[CH:26]=[CH:27][C:22]([CH2:20][CH3:21])=[CH:23][CH:24]=3)=[O:30])[S:16][CH:17]=2)=[O:12])[CH:5]=[CH:6][CH:7]=1. The yield is 0.440. (6) The reactants are [CH3:1][CH:2]([CH3:23])[CH:3]=[C:4]([C:14]1[CH:15]=[C:16]([C:20](=[O:22])[CH3:21])[CH:17]=[CH:18][CH:19]=1)[C:5]1[NH:13][C:8]2=[N:9][CH:10]=[CH:11][CH:12]=[C:7]2[CH:6]=1. The catalyst is CO.O1CCCC1.[Pd]. The product is [CH3:1][CH:2]([CH3:23])[CH2:3][CH:4]([C:14]1[CH:15]=[C:16]([C:20](=[O:22])[CH3:21])[CH:17]=[CH:18][CH:19]=1)[C:5]1[NH:13][C:8]2=[N:9][CH:10]=[CH:11][CH:12]=[C:7]2[CH:6]=1. The yield is 0.583. (7) The reactants are [Cl:1][C:2]1[CH:7]=[CH:6][C:5]([NH:8][C:9]([CH:11]2[CH2:16][C:15]([F:18])([F:17])[CH2:14][NH:13][CH2:12]2)=[O:10])=[CH:4][CH:3]=1.[O:19]1[CH:23]=[CH:22][CH:21]=[C:20]1[C:24]1[CH:25]=[C:26]([CH:30]=[CH:31][CH:32]=1)[C:27](O)=[O:28].Cl.C(N=C=NCCCN(C)C)C.C(N(CC)C(C)C)(C)C. The catalyst is C1COCC1.CN(C)C1C=CN=CC=1.ClCCl. The product is [Cl:1][C:2]1[CH:3]=[CH:4][C:5]([NH:8][C:9]([CH:11]2[CH2:16][C:15]([F:18])([F:17])[CH2:14][N:13]([C:27](=[O:28])[C:26]3[CH:30]=[CH:31][CH:32]=[C:24]([C:20]4[O:19][CH:23]=[CH:22][CH:21]=4)[CH:25]=3)[CH2:12]2)=[O:10])=[CH:6][CH:7]=1. The yield is 0.940. (8) The reactants are [CH2:1]([O:3][C:4](=[O:17])[CH:5]([C:7]1[CH:12]=[CH:11][C:10]([CH2:13][CH:14]([CH3:16])[CH3:15])=[CH:9][CH:8]=1)[CH3:6])[CH3:2].[Li+].CC([N-]C(C)C)C.[Br:26][CH2:27][CH2:28][CH2:29][CH2:30]Br.O. The catalyst is C1COCC1. The product is [CH2:1]([O:3][C:4](=[O:17])[C:5]([C:7]1[CH:8]=[CH:9][C:10]([CH2:13][CH:14]([CH3:16])[CH3:15])=[CH:11][CH:12]=1)([CH3:6])[CH2:30][CH2:29][CH2:28][CH2:27][Br:26])[CH3:2]. The yield is 0.880. (9) The catalyst is CC(O)C. The yield is 0.790. The reactants are Cl[C:2]1[CH:7]=[CH:6][C:5]([N+:8]([O-:10])=[O:9])=[CH:4][N:3]=1.[CH:11]([O:14][Na])([CH3:13])[CH3:12]. The product is [O:14]([C:2]1[CH:7]=[CH:6][C:5]([N+:8]([O-:10])=[O:9])=[CH:4][N:3]=1)[CH:11]([CH3:13])[CH3:12].